Predict which catalyst facilitates the given reaction. From a dataset of Catalyst prediction with 721,799 reactions and 888 catalyst types from USPTO. (1) Reactant: Br[C:2]1[CH:7]=[CH:6][N:5]=[C:4]2[NH:8][C:9]([CH:11]3[CH2:13][CH2:12]3)=[CH:10][C:3]=12.[H-].[Na+].C([Li])CCC.C([O:24][B:25](OC(C)C)[O:26]C(C)C)(C)C. Product: [CH:11]1([C:9]2[NH:8][C:4]3=[N:5][CH:6]=[CH:7][C:2]([B:25]([OH:26])[OH:24])=[C:3]3[CH:10]=2)[CH2:13][CH2:12]1. The catalyst class is: 7. (2) Reactant: [CH3:1][O:2][C:3]1[CH:4]=[C:5]([NH:11][C:12]2[N:21]=[CH:20][CH:19]=[CH:18][C:13]=2[C:14]([NH:16][NH2:17])=O)[CH:6]=[C:7]([O:9][CH3:10])[CH:8]=1.CS[C:24](=[NH:35])[NH:25][C:26]1[CH:31]=[CH:30][CH:29]=[C:28]([N+:32]([O-:34])=[O:33])[CH:27]=1.I.COC1C=C(NC(=N)SC)C=C(OC)C=1.O. Product: [CH3:1][O:2][C:3]1[CH:4]=[C:5]([NH:11][C:12]2[C:13]([C:14]3[NH:35][C:24]([NH:25][C:26]4[CH:31]=[CH:30][CH:29]=[C:28]([N+:32]([O-:34])=[O:33])[CH:27]=4)=[N:17][N:16]=3)=[CH:18][CH:19]=[CH:20][N:21]=2)[CH:6]=[C:7]([O:9][CH3:10])[CH:8]=1. The catalyst class is: 17. (3) Reactant: [CH2:1]([O:8][C:9]1[CH:14]=[CH:13][C:12]([NH:15][C:16](=[S:27])[C:17]2[CH:22]=[CH:21][C:20]([Cl:23])=[C:19]([N+:24]([O-:26])=[O:25])[CH:18]=2)=[CH:11][CH:10]=1)[C:2]1[CH:7]=[CH:6][CH:5]=[CH:4][CH:3]=1.[OH-].[Na+]. Product: [CH2:1]([O:8][C:9]1[CH:14]=[CH:13][C:12]2[N:15]=[C:16]([C:17]3[CH:22]=[CH:21][C:20]([Cl:23])=[C:19]([N+:24]([O-:26])=[O:25])[CH:18]=3)[S:27][C:11]=2[CH:10]=1)[C:2]1[CH:3]=[CH:4][CH:5]=[CH:6][CH:7]=1. The catalyst class is: 5. (4) Reactant: [CH2:1]([O:3][C:4](=[O:29])[CH2:5][C:6]1[N:7]=[C:8]([NH:11][C:12]([NH:14][C:15]2[CH:20]=[CH:19][C:18]([CH3:21])=[CH:17][C:16]=2[C:22]([CH:24]2[CH2:28][CH2:27][CH2:26][CH2:25]2)=[O:23])=[O:13])[S:9][CH:10]=1)[CH3:2].[Br:30]N1C(=O)CCC1=O. Product: [CH2:1]([O:3][C:4](=[O:29])[CH:5]([Br:30])[C:6]1[N:7]=[C:8]([NH:11][C:12]([NH:14][C:15]2[CH:20]=[CH:19][C:18]([CH3:21])=[CH:17][C:16]=2[C:22]([CH:24]2[CH2:28][CH2:27][CH2:26][CH2:25]2)=[O:23])=[O:13])[S:9][CH:10]=1)[CH3:2]. The catalyst class is: 291. (5) Reactant: [NH2:1][C:2]1[CH:3]=[C:4]([CH:9]=[CH:10][C:11]=1[CH:12]1[CH2:15][CH2:14][CH2:13]1)[C:5]([O:7]C)=[O:6].[OH-].[Na+].CO. Product: [NH2:1][C:2]1[CH:3]=[C:4]([CH:9]=[CH:10][C:11]=1[CH:12]1[CH2:13][CH2:14][CH2:15]1)[C:5]([OH:7])=[O:6]. The catalyst class is: 6. (6) Reactant: [N:1]1[CH:6]=[CH:5][CH:4]=[C:3]([CH:7]=O)[CH:2]=1.[CH3:9][N:10]1[C:19]2[C:14](=[CH:15][C:16]([O:20][CH2:21][CH2:22][CH2:23][CH2:24][CH2:25][NH:26][CH2:27][C:28]3[CH:29]=[N:30][CH:31]=[CH:32][CH:33]=3)=[CH:17][CH:18]=2)[CH:13]=[CH:12][C:11]1=[O:34].C(O[BH-](OC(=O)C)OC(=O)C)(=O)C.[Na+].C(=O)([O-])O.[Na+]. Product: [N:30]1[CH:31]=[CH:32][CH:33]=[C:28]([CH2:27][N:26]([CH2:7][C:3]2[CH:2]=[N:1][CH:6]=[CH:5][CH:4]=2)[CH2:25][CH2:24][CH2:23][CH2:22][CH2:21][O:20][C:16]2[CH:15]=[C:14]3[C:19](=[CH:18][CH:17]=2)[N:10]([CH3:9])[C:11](=[O:34])[CH:12]=[CH:13]3)[CH:29]=1. The catalyst class is: 26.